Dataset: Full USPTO retrosynthesis dataset with 1.9M reactions from patents (1976-2016). Task: Predict the reactants needed to synthesize the given product. (1) The reactants are: [CH2:1]([C:8]1[C:16]2[C:11](=[CH:12][C:13]([C:17]([O:19]C)=[O:18])=[CH:14][CH:15]=2)[N:10]([CH3:21])[CH:9]=1)[C:2]1[CH:7]=[CH:6][CH:5]=[CH:4][CH:3]=1.O[Li].O. Given the product [CH2:1]([C:8]1[C:16]2[C:11](=[CH:12][C:13]([C:17]([OH:19])=[O:18])=[CH:14][CH:15]=2)[N:10]([CH3:21])[CH:9]=1)[C:2]1[CH:3]=[CH:4][CH:5]=[CH:6][CH:7]=1, predict the reactants needed to synthesize it. (2) Given the product [F:2][C:3]1[CH:4]=[CH:5][C:6]([O:11][C:12]2[CH:13]=[C:14]3[C:18](=[CH:19][CH:20]=2)[N:17]([CH3:21])[N:16]=[CH:15]3)=[C:7]([CH:10]=1)[CH2:8][NH:9][CH2:8][C:7]1[CH:10]=[CH:3][C:4]([O:25][CH3:22])=[CH:5][CH:6]=1, predict the reactants needed to synthesize it. The reactants are: Cl.[F:2][C:3]1[CH:4]=[CH:5][C:6]([O:11][C:12]2[CH:13]=[C:14]3[C:18](=[CH:19][CH:20]=2)[N:17]([CH3:21])[N:16]=[CH:15]3)=[C:7]([CH:10]=1)[CH2:8][NH2:9].[C:22]([O-:25])(O)=O.[Na+].